This data is from Catalyst prediction with 721,799 reactions and 888 catalyst types from USPTO. The task is: Predict which catalyst facilitates the given reaction. (1) Reactant: [O-]CC.[Na+].[CH:5]1([CH2:10][N:11]([CH2:34][CH:35]2[CH2:39][CH2:38][CH2:37][CH2:36]2)[C@@H:12]([C@@H:22]([OH:33])[C:23]2[CH:28]=[CH:27][C:26]([C:29]([F:32])([F:31])[F:30])=[CH:25][CH:24]=2)[CH2:13][CH2:14]/[CH:15]=[CH:16]/[C:17]([O:19][CH2:20][CH3:21])=[O:18])[CH2:9][CH2:8][CH2:7][CH2:6]1.OS(O)(=O)=O. Product: [CH:5]1([CH2:10][N:11]([CH2:34][CH:35]2[CH2:39][CH2:38][CH2:37][CH2:36]2)[C@H:12]2[C@H:22]([C:23]3[CH:28]=[CH:27][C:26]([C:29]([F:31])([F:32])[F:30])=[CH:25][CH:24]=3)[O:33][C@H:15]([CH2:16][C:17]([O:19][CH2:20][CH3:21])=[O:18])[CH2:14][CH2:13]2)[CH2:6][CH2:7][CH2:8][CH2:9]1. The catalyst class is: 14. (2) Reactant: [Cl:1][C:2]1[CH:7]=[CH:6][C:5]([NH:8][CH2:9][CH2:10][NH:11][CH2:12][CH2:13][CH:14]=[C:15]2[C:21]3=[CH:22][CH:23]=[CH:24][NH:25][C:20]3=[CH:19][O:18][C:17]3[CH:26]=[CH:27][C:28]([C:30]([OH:33])([CH3:32])[CH3:31])=[CH:29][C:16]2=3)=[CH:4][CH:3]=1.[CH:34](=O)[CH3:35].[C:37](O[BH-](OC(=O)C)OC(=O)C)(=O)[CH3:38].[Na+].C(O)(=O)C. Product: [Cl:1][C:2]1[CH:7]=[CH:6][C:5]([N:8]([CH2:34][CH3:35])[CH2:9][CH2:10][N:11]([CH2:37][CH3:38])[CH2:12][CH2:13][CH:14]=[C:15]2[C:21]3[CH:22]=[CH:23][CH:24]=[N:25][C:20]=3[CH2:19][O:18][C:17]3[CH:26]=[CH:27][C:28]([C:30]([OH:33])([CH3:31])[CH3:32])=[CH:29][C:16]2=3)=[CH:4][CH:3]=1. The catalyst class is: 68. (3) The catalyst class is: 839. Reactant: [CH2:1]([O:8][C:9]([C@H:11]1[CH2:16][CH2:15][C@@H:14]([N:17]([C:28](=[O:39])[CH2:29][CH2:30][C@H:31]([NH2:38])[CH:32]2[CH2:37][CH2:36][O:35][CH2:34][CH2:33]2)[CH2:18][CH2:19][O:20][CH2:21][C:22]2[CH:27]=[CH:26][CH:25]=[CH:24][CH:23]=2)[CH2:13][CH2:12]1)=[O:10])[C:2]1[CH:7]=[CH:6][CH:5]=[CH:4][CH:3]=1.[N+:40]([C:43]1[C:44]([CH:56]=O)=[CH:45][C:46]([O:49][C:50]2[CH:55]=[CH:54][CH:53]=[CH:52][CH:51]=2)=[N:47][CH:48]=1)([O-:42])=[O:41].[BH-](OC(C)=O)(OC(C)=O)OC(C)=O.[Na+].[OH-].[Na+]. Product: [CH2:1]([O:8][C:9]([C@H:11]1[CH2:16][CH2:15][C@@H:14]([N:17]([CH2:18][CH2:19][O:20][CH2:21][C:22]2[CH:23]=[CH:24][CH:25]=[CH:26][CH:27]=2)[C:28](=[O:39])[CH2:29][CH2:30][C@H:31]([NH:38][CH2:56][C:44]2[C:43]([N+:40]([O-:42])=[O:41])=[CH:48][N:47]=[C:46]([O:49][C:50]3[CH:51]=[CH:52][CH:53]=[CH:54][CH:55]=3)[CH:45]=2)[CH:32]2[CH2:33][CH2:34][O:35][CH2:36][CH2:37]2)[CH2:13][CH2:12]1)=[O:10])[C:2]1[CH:3]=[CH:4][CH:5]=[CH:6][CH:7]=1. (4) Reactant: [NH2:1][CH2:2][CH2:3][NH:4][C:5]1[N:6]=[C:7]([C:24]2[CH:29]=[CH:28][C:27]([F:30])=[CH:26][C:25]=2[CH3:31])[C:8]2[CH:14]=[CH:13][C:12](=[O:15])[N:11]([C:16]3[C:21]([F:22])=[CH:20][CH:19]=[CH:18][C:17]=3[F:23])[C:9]=2[N:10]=1.[CH:32]1[CH:37]=[CH:36][C:35]([O:38][C:39](OC2C=CC=CC=2)=[N:40][C:41]#[N:42])=[CH:34][CH:33]=1. Product: [C:41]([NH:40][C:39](=[N:1][CH2:2][CH2:3][NH:4][C:5]1[N:6]=[C:7]([C:24]2[CH:29]=[CH:28][C:27]([F:30])=[CH:26][C:25]=2[CH3:31])[C:8]2[CH:14]=[CH:13][C:12](=[O:15])[N:11]([C:16]3[C:17]([F:23])=[CH:18][CH:19]=[CH:20][C:21]=3[F:22])[C:9]=2[N:10]=1)[O:38][C:35]1[CH:36]=[CH:37][CH:32]=[CH:33][CH:34]=1)#[N:42]. The catalyst class is: 32. (5) Reactant: [Cl:1][C:2]1[CH:3]=[CH:4][C:5]2[N:9]=[C:8]([C@@H:10]3[CH2:14][C@H:13]([O:15][CH3:16])[CH2:12][N:11]3C(OC(C)(C)C)=O)[NH:7][C:6]=2[C:24]=1[CH3:25].Cl.CO. Product: [ClH:1].[Cl:1][C:2]1[CH:3]=[CH:4][C:5]2[N:9]=[C:8]([C@@H:10]3[CH2:14][C@H:13]([O:15][CH3:16])[CH2:12][NH:11]3)[NH:7][C:6]=2[C:24]=1[CH3:25]. The catalyst class is: 12. (6) Reactant: [CH3:1][O:2][C:3](=[O:15])[CH2:4][CH2:5][C:6]1[CH:11]=[CH:10][C:9]([F:12])=[CH:8][C:7]=1SC.[O-][Mn](=O)(=O)=O.[K+].[O-:22][S:23]([O-:26])(=S)=O.[Na+].[Na+].[C:29](O)(=O)C. Product: [CH3:1][O:2][C:3](=[O:15])[CH2:4][CH2:5][C:6]1[CH:11]=[CH:10][C:9]([F:12])=[CH:8][C:7]=1[S:23]([CH3:29])(=[O:26])=[O:22]. The catalyst class is: 6. (7) Reactant: [C:1](N[C@H](C(O)=O)CCC(O)=O)(=[O:5])[C:2](C)=[CH2:3].[NH2:16][CH2:17][CH2:18][CH2:19][CH2:20][CH2:21][C:22]([OH:24])=[O:23].[OH-].[Na+].C(Cl)(=O)C=C.Cl. Product: [C:1]([CH:21]([CH2:20][CH2:19][CH2:18][CH2:17][NH2:16])[C:22]([OH:24])=[O:23])(=[O:5])[CH:2]=[CH2:3]. The catalyst class is: 6. (8) Reactant: Cl[C:2]1[C:7]([C:8]#[N:9])=[CH:6][CH:5]=[C:4]([C:10]2[CH:15]=[CH:14][C:13]([Cl:16])=[CH:12][C:11]=2[Cl:17])[N:3]=1.Cl.[NH2:19][C:20]1[C:25]([C:26](=[O:31])[C:27]([F:30])([F:29])[F:28])=[CH:24][CH:23]=[C:22]([NH:32][CH:33]2[CH2:38][CH2:37][CH2:36][NH:35][CH2:34]2)[N:21]=1.C(N(CC)C(C)C)(C)C. Product: [NH2:19][C:20]1[N:21]=[C:22]([NH:32][CH:33]2[CH2:38][CH2:37][CH2:36][N:35]([C:2]3[C:7]([C:8]#[N:9])=[CH:6][CH:5]=[C:4]([C:10]4[CH:15]=[CH:14][C:13]([Cl:16])=[CH:12][C:11]=4[Cl:17])[N:3]=3)[CH2:34]2)[CH:23]=[CH:24][C:25]=1[C:26](=[O:31])[C:27]([F:30])([F:29])[F:28]. The catalyst class is: 16.